From a dataset of Catalyst prediction with 721,799 reactions and 888 catalyst types from USPTO. Predict which catalyst facilitates the given reaction. Reactant: [F:1][C:2]1[CH:3]=[C:4]([CH:8]=[CH:9][C:10]=1[O:11][CH2:12][C:13]#[CH:14])[C:5](Cl)=[O:6].[CH:15]1([C@@H:21]([NH2:23])[CH3:22])[CH2:20][CH2:19][CH2:18][CH2:17][CH2:16]1.C(N(CC)CC)C. Product: [CH:15]1([C@@H:21]([NH:23][C:5](=[O:6])[C:4]2[CH:8]=[CH:9][C:10]([O:11][CH2:12][C:13]#[CH:14])=[C:2]([F:1])[CH:3]=2)[CH3:22])[CH2:20][CH2:19][CH2:18][CH2:17][CH2:16]1. The catalyst class is: 13.